This data is from Full USPTO retrosynthesis dataset with 1.9M reactions from patents (1976-2016). The task is: Predict the reactants needed to synthesize the given product. (1) Given the product [NH2:17][C:14]1[CH:15]=[CH:16][C:11]([N:7]2[CH:8]=[CH:9][CH:10]=[C:5]([CH2:4][CH2:3][CH2:2][OH:1])[C:6]2=[O:21])=[C:12]([CH3:20])[CH:13]=1, predict the reactants needed to synthesize it. The reactants are: [OH:1][CH2:2][CH2:3][CH2:4][C:5]1[C:6](=[O:21])[N:7]([C:11]2[CH:16]=[CH:15][C:14]([N+:17]([O-])=O)=[CH:13][C:12]=2[CH3:20])[CH:8]=[CH:9][CH:10]=1.[H][H]. (2) The reactants are: [F:1][C:2]1[C:20]([F:21])=[CH:19][C:5]([C:6]([NH:8][C:9]2[NH:13][N:12]=[C:11]([C:14]([O:16]CC)=[O:15])[CH:10]=2)=[O:7])=[C:4]([CH3:22])[CH:3]=1.[OH-].[Na+].Cl.O. Given the product [F:1][C:2]1[C:20]([F:21])=[CH:19][C:5]([C:6]([NH:8][C:9]2[NH:13][N:12]=[C:11]([C:14]([OH:16])=[O:15])[CH:10]=2)=[O:7])=[C:4]([CH3:22])[CH:3]=1, predict the reactants needed to synthesize it. (3) Given the product [OH:7][CH2:8][C:9]1[N:10]=[C:11]([C:14]2[N:34]([CH2:25][C:26]3[CH:33]=[CH:32][C:29]([O:30][CH3:31])=[CH:28][CH:27]=3)[C:17]([C:19]([OH:22])([CH3:20])[CH3:21])=[N:16][N:15]=2)[S:12][CH:13]=1, predict the reactants needed to synthesize it. The reactants are: C[Si](C)(C)CCOC[O:7][CH2:8][C:9]1[N:10]=[C:11]([C:14]2O[C:17]([C:19]([OH:22])([CH3:21])[CH3:20])=[N:16][N:15]=2)[S:12][CH:13]=1.[CH2:25]([NH2:34])[C:26]1[CH:33]=[CH:32][C:29]([O:30][CH3:31])=[CH:28][CH:27]=1. (4) Given the product [CH:1]1([N:4]([CH3:12])[CH2:5][C@@H:7]2[CH2:11][CH2:10][CH2:9][NH:8]2)[CH2:3][CH2:2]1, predict the reactants needed to synthesize it. The reactants are: [CH:1]1([N:4]([CH3:12])[C:5]([C@@H:7]2[CH2:11][CH2:10][CH2:9][NH:8]2)=O)[CH2:3][CH2:2]1.B.Cl. (5) Given the product [Cl:15][C:16]1[CH:17]=[CH:18][C:19]([CH2:37][NH:44][C:43]2[CH:45]=[CH:46][C:40]([I:39])=[CH:41][CH:42]=2)=[C:20]([C:22]2[CH:23]=[CH:24][C:25]([C:28]([NH:30][CH2:31][CH2:32][C:33]([O:35][CH3:36])=[O:34])=[O:29])=[N:26][CH:27]=2)[CH:21]=1, predict the reactants needed to synthesize it. The reactants are: [BH-](OC(C)=O)(OC(C)=O)OC(C)=O.[Na+].[Cl:15][C:16]1[CH:17]=[CH:18][C:19]([CH:37]=O)=[C:20]([C:22]2[CH:23]=[CH:24][C:25]([C:28]([NH:30][CH2:31][CH2:32][C:33]([O:35][CH3:36])=[O:34])=[O:29])=[N:26][CH:27]=2)[CH:21]=1.[I:39][C:40]1[CH:46]=[CH:45][C:43]([NH2:44])=[CH:42][CH:41]=1. (6) Given the product [CH3:1][O:2][C:3]1[CH:4]=[C:5]([CH:8]=[CH:9][C:10]=1[CH2:11][CH2:12][N:28]1[CH2:29][CH2:30][N:25]([CH2:24][CH2:23][C:20]2[CH:19]=[CH:18][C:17]([N+:14]([O-:16])=[O:15])=[CH:22][CH:21]=2)[CH2:26][CH2:27]1)[C:6]#[N:7], predict the reactants needed to synthesize it. The reactants are: [CH3:1][O:2][C:3]1[CH:4]=[C:5]([CH:8]=[CH:9][C:10]=1[CH2:11][CH:12]=O)[C:6]#[N:7].[N+:14]([C:17]1[CH:22]=[CH:21][C:20]([CH2:23][CH2:24][N:25]2[CH2:30][CH2:29][NH:28][CH2:27][CH2:26]2)=[CH:19][CH:18]=1)([O-:16])=[O:15].[BH-](OC(C)=O)(OC(C)=O)OC(C)=O.[Na+]. (7) Given the product [I:26][C:23]1[CH:22]=[CH:21][C:20]([CH:9]2[C:8]([C:5]3[CH:4]=[CH:3][C:2]([O:1][CH:43]4[CH2:42][CH2:41][CH2:40][CH2:39][O:34]4)=[CH:7][CH:6]=3)=[C:17]([CH3:18])[C:16]3[C:11](=[CH:12][C:13]([O:19][CH:49]4[CH2:48][CH2:47][CH2:46][CH2:45][O:44]4)=[CH:14][CH:15]=3)[O:10]2)=[CH:25][CH:24]=1, predict the reactants needed to synthesize it. The reactants are: [OH:1][C:2]1[CH:7]=[CH:6][C:5]([C:8]2[CH:9]([C:20]3[CH:25]=[CH:24][C:23]([I:26])=[CH:22][CH:21]=3)[O:10][C:11]3[C:16]([C:17]=2[CH3:18])=[CH:15][CH:14]=[C:13]([OH:19])[CH:12]=3)=[CH:4][CH:3]=1.[C:41]1(C)[CH:42]=[CH:43]C(S([O-])(=[O:34])=[O:34])=[CH:39][CH:40]=1.[NH+]1[CH:43]=[CH:42][CH:41]=[CH:40][CH:39]=1.[O:44]1[CH:49]=[CH:48][CH2:47][CH2:46][CH2:45]1.